This data is from Forward reaction prediction with 1.9M reactions from USPTO patents (1976-2016). The task is: Predict the product of the given reaction. (1) Given the reactants [Cl-].[Al+3].[Cl-].[Cl-].C(Cl)(=O)C=CC.O[C:12]1[CH:13]=[C:14]2[C:18](=[CH:19][CH:20]=1)[C:17](=[O:21])[CH2:16][CH2:15]2.O, predict the reaction product. The product is: [C:17]1(=[O:21])[C:18]2[C:14](=[CH:13][CH:12]=[CH:20][CH:19]=2)[CH2:15][CH2:16]1. (2) Given the reactants [C:1]([C:5]1[CH:6]=[CH:7][C:8]2[O:13][CH:12]([CH:14]([CH3:16])[CH3:15])[C:11](=[O:17])[NH:10][C:9]=2[CH:18]=1)([CH3:4])([CH3:3])[CH3:2].C(=O)([O-])[O-].[K+].[K+].[C:25]([O:29][CH3:30])(=[O:28])[CH:26]=[CH2:27].C(O)(=O)CC(CC(O)=O)(C(O)=O)O, predict the reaction product. The product is: [CH3:30][O:29][C:25](=[O:28])[CH2:26][CH2:27][N:10]1[C:9]2[CH:18]=[C:5]([C:1]([CH3:2])([CH3:4])[CH3:3])[CH:6]=[CH:7][C:8]=2[O:13][CH:12]([CH:14]([CH3:15])[CH3:16])[C:11]1=[O:17]. (3) Given the reactants Cl.[CH:2]1([C:18]([O:20][CH3:21])=[O:19])[C:10]2[C:5](=[CH:6][CH:7]=[CH:8][CH:9]=2)[CH2:4][N:3]1C(OC(C)(C)C)=O, predict the reaction product. The product is: [CH:2]1([C:18]([O:20][CH3:21])=[O:19])[C:10]2[C:5](=[CH:6][CH:7]=[CH:8][CH:9]=2)[CH2:4][NH:3]1. (4) Given the reactants [CH:1]1([N+:4]#[C-:5])[CH2:3][CH2:2]1.[Li]CCCC.[Cl:11][C:12]1[CH:19]=[C:18]([Cl:20])[CH:17]=[CH:16][C:13]=1[CH:14]=[O:15], predict the reaction product. The product is: [Cl:11][C:12]1[CH:19]=[C:18]([Cl:20])[CH:17]=[CH:16][C:13]=1[CH:14]1[O:15][CH:5]=[N:4][C:1]21[CH2:3][CH2:2]2. (5) Given the reactants [Br:1][C:2]1[CH:3]=[CH:4][C:5]([F:10])=[C:6]([CH:9]=1)[CH:7]=[O:8].[BH4-].[Na+], predict the reaction product. The product is: [Br:1][C:2]1[CH:3]=[CH:4][C:5]([F:10])=[C:6]([CH2:7][OH:8])[CH:9]=1. (6) Given the reactants [CH2:1]([O:5][CH2:6][CH:7]1[O:9][CH2:8]1)[CH:2]1[O:4][CH2:3]1.[C:10]1([OH:16])[CH:15]=[CH:14][CH:13]=[CH:12][CH:11]=1.C1OC1CO[C:22]1[C:27]([CH2:28]C2C(OCC3OC3)=CC=CC=2)=[CH:26]C=[CH:24][CH:23]=1.C(OC1C=CC(C(C2C=CC(OCC3OC3)=CC=2)(C)C)=CC=1)C1OC1.C(OC1C([Cl:76])=C(Cl)C(C(C2C=CC(OCC3OC3)=CC=2)(C)C)=C(Cl)C=1Cl)C1OC1.C1(C2C3OC3COCC3OC3C(=CC=1)C=2O)O.C1(C2C3OC3COCC3OC3C=2C(=CC=1)O)O.OC12C3OC3COCC3OC3C1C=CC1C2=CC=CC=1O.OC1C(O)=C2C3OC3COCC3OC3C2=C(C2C=CC=CC=2)C=1.ClC1(Cl)OCC2OC2C2C(=C(C3C(Cl)=C(Cl)C(O)=C(Cl)C=3Cl)C(Cl)=C(Cl)C=2O)C2OC12.CC1C=CC=CC=1C1C(C)=C(C)C(C)=C2C3OC3COCC3OC3C=12.C(OC1C(C2C=CC=CC=2)=C(C)C(C(C2C=CC(O)=CC=2)(C)C)=C(C)C=1C1C=C(CC2OC2)C=CC=1C)C1OC1.C1(C)C(O)=CC=CC=1.CC1CC[C@@H](C(C)=C)CC=1.C1(O)C=CC=CC=1, predict the reaction product. The product is: [CH2:1]([O:5][CH2:6][CH:7]1[O:9][CH2:8]1)[CH:2]1[O:4][CH2:3]1.[OH:16][C:10]1[CH:15]=[CH:14][C:13]([C:27]([C:22]2[CH:6]=[CH:7][C:8]([OH:9])=[CH:24][CH:23]=2)([CH3:28])[CH3:26])=[CH:12][CH:11]=1.[CH2:1]([CH:2]1[O:4][CH2:3]1)[Cl:76]. (7) Given the reactants [C:1]([C:4]1[C:5]2[CH:12]=[C:11]([O:13][S:14]([C:17]3[CH:22]=[CH:21][CH:20]=[CH:19][CH:18]=3)(=[O:16])=[O:15])[CH:10]=[CH:9][C:6]=2[S:7][CH:8]=1)(=[O:3])C.C1(S(OC2C=CC(SCC#C)=CC=2)(=O)=[O:30])C=CC=CC=1.Cl[O-].[Na+].Cl, predict the reaction product. The product is: [C:17]1([S:14]([O:13][C:11]2[CH:10]=[CH:9][C:6]3[S:7][CH:8]=[C:4]([C:1]([OH:30])=[O:3])[C:5]=3[CH:12]=2)(=[O:15])=[O:16])[CH:18]=[CH:19][CH:20]=[CH:21][CH:22]=1. (8) Given the reactants [NH2:1][C:2]1[S:3][C:4]2[CH2:15][CH2:14][CH2:13][CH2:12][C:5]=2[C:6]=1[C:7]([O:9][CH2:10][CH3:11])=[O:8].[C:16](OC(=O)C)(=[O:18])[CH3:17], predict the reaction product. The product is: [C:16]([NH:1][C:2]1[S:3][C:4]2[CH2:15][CH2:14][CH2:13][CH2:12][C:5]=2[C:6]=1[C:7]([O:9][CH2:10][CH3:11])=[O:8])(=[O:18])[CH3:17].